The task is: Regression. Given two drug SMILES strings and cell line genomic features, predict the synergy score measuring deviation from expected non-interaction effect.. This data is from NCI-60 drug combinations with 297,098 pairs across 59 cell lines. (1) Drug 1: CN(C)N=NC1=C(NC=N1)C(=O)N. Drug 2: C1C(C(OC1N2C=NC(=NC2=O)N)CO)O. Cell line: EKVX. Synergy scores: CSS=-5.51, Synergy_ZIP=1.41, Synergy_Bliss=-1.41, Synergy_Loewe=-1.47, Synergy_HSA=-3.40. (2) Drug 2: CC1=C(N=C(N=C1N)C(CC(=O)N)NCC(C(=O)N)N)C(=O)NC(C(C2=CN=CN2)OC3C(C(C(C(O3)CO)O)O)OC4C(C(C(C(O4)CO)O)OC(=O)N)O)C(=O)NC(C)C(C(C)C(=O)NC(C(C)O)C(=O)NCCC5=NC(=CS5)C6=NC(=CS6)C(=O)NCCC[S+](C)C)O. Cell line: SK-MEL-2. Synergy scores: CSS=34.7, Synergy_ZIP=-0.745, Synergy_Bliss=-3.80, Synergy_Loewe=-27.3, Synergy_HSA=-4.00. Drug 1: CS(=O)(=O)CCNCC1=CC=C(O1)C2=CC3=C(C=C2)N=CN=C3NC4=CC(=C(C=C4)OCC5=CC(=CC=C5)F)Cl. (3) Drug 1: CCCCC(=O)OCC(=O)C1(CC(C2=C(C1)C(=C3C(=C2O)C(=O)C4=C(C3=O)C=CC=C4OC)O)OC5CC(C(C(O5)C)O)NC(=O)C(F)(F)F)O. Drug 2: B(C(CC(C)C)NC(=O)C(CC1=CC=CC=C1)NC(=O)C2=NC=CN=C2)(O)O. Cell line: DU-145. Synergy scores: CSS=69.3, Synergy_ZIP=2.06, Synergy_Bliss=2.37, Synergy_Loewe=-0.272, Synergy_HSA=5.25. (4) Drug 1: C1=NC2=C(N=C(N=C2N1C3C(C(C(O3)CO)O)F)Cl)N. Drug 2: C1C(C(OC1N2C=NC(=NC2=O)N)CO)O. Cell line: U251. Synergy scores: CSS=3.36, Synergy_ZIP=-2.54, Synergy_Bliss=-2.75, Synergy_Loewe=-4.03, Synergy_HSA=-2.46. (5) Drug 1: CCC1=C2CN3C(=CC4=C(C3=O)COC(=O)C4(CC)O)C2=NC5=C1C=C(C=C5)O. Drug 2: CS(=O)(=O)OCCCCOS(=O)(=O)C. Cell line: SF-295. Synergy scores: CSS=23.3, Synergy_ZIP=-1.64, Synergy_Bliss=1.75, Synergy_Loewe=-19.0, Synergy_HSA=-0.277. (6) Drug 1: C1=CC(=CC=C1CCC2=CNC3=C2C(=O)NC(=N3)N)C(=O)NC(CCC(=O)O)C(=O)O. Drug 2: C(CCl)NC(=O)N(CCCl)N=O. Synergy scores: CSS=20.5, Synergy_ZIP=-4.00, Synergy_Bliss=-8.25, Synergy_Loewe=-27.1, Synergy_HSA=-8.10. Cell line: OVCAR-8. (7) Drug 1: CC1=C(C(CCC1)(C)C)C=CC(=CC=CC(=CC(=O)O)C)C. Drug 2: CC(C)NC(=O)C1=CC=C(C=C1)CNNC.Cl. Cell line: MDA-MB-231. Synergy scores: CSS=-0.0840, Synergy_ZIP=0.769, Synergy_Bliss=0.915, Synergy_Loewe=-1.67, Synergy_HSA=-1.13. (8) Drug 1: CC(CN1CC(=O)NC(=O)C1)N2CC(=O)NC(=O)C2. Drug 2: CS(=O)(=O)CCNCC1=CC=C(O1)C2=CC3=C(C=C2)N=CN=C3NC4=CC(=C(C=C4)OCC5=CC(=CC=C5)F)Cl. Cell line: UACC62. Synergy scores: CSS=16.6, Synergy_ZIP=-2.65, Synergy_Bliss=-0.653, Synergy_Loewe=-1.57, Synergy_HSA=-1.37.